From a dataset of Forward reaction prediction with 1.9M reactions from USPTO patents (1976-2016). Predict the product of the given reaction. (1) Given the reactants [Br:1][C:2]1[CH:7]=[CH:6][C:5]([C@H:8]([C:19]2[CH:24]=[CH:23][CH:22]=[CH:21][C:20]=2[CH3:25])[CH2:9][C:10](=O)[CH2:11][C:12]2[CH:17]=[CH:16][N:15]=[CH:14][CH:13]=2)=[CH:4][CH:3]=1.Cl.[NH2:27][OH:28].C(=O)([O-])O.[Na+], predict the reaction product. The product is: [Br:1][C:2]1[CH:7]=[CH:6][C:5]([C@H:8]([C:19]2[CH:24]=[CH:23][CH:22]=[CH:21][C:20]=2[CH3:25])[CH2:9]/[C:10](=[N:27]/[OH:28])/[CH2:11][C:12]2[CH:17]=[CH:16][N:15]=[CH:14][CH:13]=2)=[CH:4][CH:3]=1. (2) Given the reactants Cl[CH2:2][C:3]([NH:5][C:6]1[CH:14]=[CH:13][CH:12]=[C:11]2[C:7]=1[C:8](=[O:25])[N:9]([C@@:16]1([CH3:24])[CH2:21][CH2:20][C:19](=[O:22])[NH:18][C:17]1=[O:23])[C:10]2=[O:15])=[O:4].[N-:26]=[N+:27]=[N-:28].[Na+], predict the reaction product. The product is: [N:26]([CH2:2][C:3]([NH:5][C:6]1[CH:14]=[CH:13][CH:12]=[C:11]2[C:7]=1[C:8](=[O:25])[N:9]([C@@:16]1([CH3:24])[CH2:21][CH2:20][C:19](=[O:22])[NH:18][C:17]1=[O:23])[C:10]2=[O:15])=[O:4])=[N+:27]=[N-:28]. (3) The product is: [Br:1][C:2]1[CH:3]=[C:4]([CH:17]=[CH:18][C:19]=1[O:20][CH3:21])[O:5][C:6]1[C:11]([CH3:12])=[CH:10][C:9]([NH2:13])=[CH:8][C:7]=1[CH3:16]. Given the reactants [Br:1][C:2]1[CH:3]=[C:4]([CH:17]=[CH:18][C:19]=1[O:20][CH3:21])[O:5][C:6]1[C:11]([CH3:12])=[CH:10][C:9]([N+:13]([O-])=O)=[CH:8][C:7]=1[CH3:16], predict the reaction product.